From a dataset of Forward reaction prediction with 1.9M reactions from USPTO patents (1976-2016). Predict the product of the given reaction. (1) Given the reactants [NH2:1][C:2]1[N:7]=[CH:6][N:5]=[C:4]2[N:8]([C@@H:25]3[CH2:30][CH2:29][CH2:28][N:27]([C:31](=[O:35])[CH2:32][C:33]#[N:34])[CH2:26]3)[N:9]=[C:10]([C:11]3[CH:16]=[CH:15][C:14]([O:17][C:18]4[CH:23]=[CH:22][CH:21]=[CH:20][CH:19]=4)=[CH:13][C:12]=3[F:24])[C:3]=12.[CH:36]1([CH:39]=O)[CH2:38][CH2:37]1.N1CCCCC1.ClCCl, predict the reaction product. The product is: [NH2:1][C:2]1[N:7]=[CH:6][N:5]=[C:4]2[N:8]([C@@H:25]3[CH2:30][CH2:29][CH2:28][N:27]([C:31]([C:32](=[CH:39][CH:36]4[CH2:38][CH2:37]4)[C:33]#[N:34])=[O:35])[CH2:26]3)[N:9]=[C:10]([C:11]3[CH:16]=[CH:15][C:14]([O:17][C:18]4[CH:19]=[CH:20][CH:21]=[CH:22][CH:23]=4)=[CH:13][C:12]=3[F:24])[C:3]=12. (2) The product is: [CH2:3]([N:10]1[C:14]([C:15]2[CH:16]=[CH:17][C:18]3[O:23][CH2:22][CH2:21][CH2:20][C:19]=3[CH:24]=2)=[C:13]([CH:25]([OH:31])[C:26]([O:28][CH2:29][CH3:30])=[O:27])[C:12]([C:32]([F:33])([F:35])[F:34])=[N:11]1)[C:4]1[CH:5]=[CH:6][CH:7]=[CH:8][CH:9]=1. Given the reactants [BH4-].[Na+].[CH2:3]([N:10]1[C:14]([C:15]2[CH:16]=[CH:17][C:18]3[O:23][CH2:22][CH2:21][CH2:20][C:19]=3[CH:24]=2)=[C:13]([C:25](=[O:31])[C:26]([O:28][CH2:29][CH3:30])=[O:27])[C:12]([C:32]([F:35])([F:34])[F:33])=[N:11]1)[C:4]1[CH:9]=[CH:8][CH:7]=[CH:6][CH:5]=1.O, predict the reaction product. (3) Given the reactants Br[C:2]1[CH:3]=[C:4]([C:19]2[S:23][C:22]([C:24]([OH:27])([CH3:26])[CH3:25])=[N:21][CH:20]=2)[CH:5]=[C:6]([NH:8][C:9]2[N:14]=[C:13]([C:15]([F:18])([F:17])[F:16])[CH:12]=[CH:11][N:10]=2)[CH:7]=1.[CH3:28][Si:29]([C:32]#[CH:33])([CH3:31])[CH3:30].CCN(C(C)C)C(C)C, predict the reaction product. The product is: [F:16][C:15]([F:18])([F:17])[C:13]1[CH:12]=[CH:11][N:10]=[C:9]([NH:8][C:6]2[CH:5]=[C:4]([C:19]3[S:23][C:22]([C:24]([OH:27])([CH3:26])[CH3:25])=[N:21][CH:20]=3)[CH:3]=[C:2]([C:33]#[C:32][Si:29]([CH3:31])([CH3:30])[CH3:28])[CH:7]=2)[N:14]=1. (4) Given the reactants Br[C:2]1[CH:7]=[CH:6][C:5]([Br:8])=[CH:4][N:3]=1.[Br:9][C:10]1[CH:11]=[C:12](B(O)O)[CH:13]=[CH:14][CH:15]=1.C([O-])([O-])=O.[Na+].[Na+].CCO, predict the reaction product. The product is: [Br:8][C:5]1[CH:6]=[CH:7][C:2]([C:14]2[CH:13]=[CH:12][CH:11]=[C:10]([Br:9])[CH:15]=2)=[N:3][CH:4]=1. (5) The product is: [CH3:2][C@@H:3]1[CH2:7][N:6]([CH2:35][C:32]2[CH:31]=[N:30][C:29]([CH3:28])=[N:34][CH:33]=2)[CH2:5][C@H:4]1[C:8]1[NH:9][C:10](=[O:23])[C:11]2[CH:16]=[N:15][N:14]([CH:17]3[CH2:22][CH2:21][O:20][CH2:19][CH2:18]3)[C:12]=2[N:13]=1. Given the reactants Cl.[CH3:2][C@@H:3]1[CH2:7][NH:6][CH2:5][C@H:4]1[C:8]1[NH:9][C:10](=[O:23])[C:11]2[CH:16]=[N:15][N:14]([CH:17]3[CH2:22][CH2:21][O:20][CH2:19][CH2:18]3)[C:12]=2[N:13]=1.C(O)(=O)C.[CH3:28][C:29]1[N:34]=[CH:33][C:32]([CH:35]=O)=[CH:31][N:30]=1.C(O[BH-](OC(=O)C)OC(=O)C)(=O)C.[Na+], predict the reaction product.